Dataset: Reaction yield outcomes from USPTO patents with 853,638 reactions. Task: Predict the reaction yield, written as a fraction of the theoretical maximum amount of product (1.0 means a 100% yield; for example, 0.34 means a 34% yield). (1) The reactants are [CH2:1]([CH2:3][NH2:4])[OH:2].[CH2:5]([S:7]([C:10]1[CH:11]=[C:12]([C:16]2[C:21]3[C:22]4[CH:28]=[C:27]([CH3:29])[CH:26]=[N:25][C:23]=4[NH:24][C:20]=3[C:19](NCCCN(C)C)=[N:18][CH:17]=2)[CH:13]=[CH:14][CH:15]=1)(=[O:9])=[O:8])[CH3:6]. No catalyst specified. The product is [CH2:5]([S:7]([C:10]1[CH:11]=[C:12]([C:16]2[C:21]3[C:22]4[CH:28]=[C:27]([CH3:29])[CH:26]=[N:25][C:23]=4[NH:24][C:20]=3[C:19]([NH:4][CH2:3][CH2:1][OH:2])=[N:18][CH:17]=2)[CH:13]=[CH:14][CH:15]=1)(=[O:8])=[O:9])[CH3:6]. The yield is 0.880. (2) The reactants are Cl.[CH3:2][O:3][C:4]1[CH:5]=[C:6]2[C:11](=[CH:12][C:13]=1[CH:14]=[O:15])[CH2:10][NH:9][CH2:8][CH2:7]2.F[C:17]1[CH:22]=[CH:21][C:20]([CH3:23])=[CH:19][CH:18]=1.C([O-])([O-])=O.[K+].[K+].O.C[N:32](C)C=O. No catalyst specified. The product is [CH:14]([C:13]1[CH:12]=[C:11]2[C:6]([CH2:7][CH2:8][N:9]([C:17]3[CH:22]=[CH:21][C:20]([C:23]#[N:32])=[CH:19][CH:18]=3)[CH2:10]2)=[CH:5][C:4]=1[O:3][CH3:2])=[O:15]. The yield is 0.351. (3) The reactants are [OH:1][CH2:2][C:3]([CH3:20])([CH3:19])[CH2:4][NH:5][S:6]([CH2:9][C:10]1[CH:15]=[CH:14][C:13]([N+:16]([O-])=O)=[CH:12][CH:11]=1)(=[O:8])=[O:7].Cl.CN([CH:25]=[C:26]1[C:37]2[C:29](=[CH:30][CH:31]=[C:32]3[C:36]=2[S:35][CH:34]=[N:33]3)[NH:28][C:27]1=[O:38])C. The catalyst is CO.[Pd]. The product is [OH:1][CH2:2][C:3]([CH3:20])([CH3:19])[CH2:4][NH:5][S:6]([CH2:9][C:10]1[CH:15]=[CH:14][C:13]([NH:16][CH:25]=[C:26]2[C:37]3[C:29](=[CH:30][CH:31]=[C:32]4[C:36]=3[S:35][CH:34]=[N:33]4)[NH:28][C:27]2=[O:38])=[CH:12][CH:11]=1)(=[O:8])=[O:7]. The yield is 0.700. (4) The reactants are [C:1]1([CH:7]2[CH2:22][C:15]3([C:19](=[O:20])[NH:18][C:17](=O)[NH:16]3)[C:14]3[C:9](=[CH:10][CH:11]=[CH:12][CH:13]=3)[O:8]2)[CH:6]=[CH:5][CH:4]=[CH:3][CH:2]=1.COC1C=CC(P2(SP(C3C=CC(OC)=CC=3)(=S)S2)=[S:32])=CC=1. The catalyst is O1CCOCC1. The product is [C:1]1([CH:7]2[CH2:22][C:15]3([C:19](=[O:20])[NH:18][C:17](=[S:32])[NH:16]3)[C:14]3[C:9](=[CH:10][CH:11]=[CH:12][CH:13]=3)[O:8]2)[CH:6]=[CH:5][CH:4]=[CH:3][CH:2]=1. The yield is 0.500. (5) The reactants are [C-:1]#[N:2].[Na+].[CH3:4][O:5][C:6]1[CH:11]=[CH:10][C:9]([CH2:12][C:13]#[N:14])=[CH:8][CH:7]=1.[CH3:15][O:16][CH2:17][O:18][C:19]1[CH:26]=[CH:25][C:22]([CH:23]=O)=[CH:21][CH:20]=1. The catalyst is O.CO. The product is [CH3:15][O:16][CH2:17][O:18][C:19]1[CH:26]=[CH:25][C:22]([CH:23]([CH:12]([C:9]2[CH:10]=[CH:11][C:6]([O:5][CH3:4])=[CH:7][CH:8]=2)[C:13]#[N:14])[C:1]#[N:2])=[CH:21][CH:20]=1. The yield is 0.150.